Regression. Given a peptide amino acid sequence and an MHC pseudo amino acid sequence, predict their binding affinity value. This is MHC class I binding data. From a dataset of Peptide-MHC class I binding affinity with 185,985 pairs from IEDB/IMGT. (1) The peptide sequence is IRNLVKRYK. The MHC is HLA-B07:02 with pseudo-sequence HLA-B07:02. The binding affinity (normalized) is 0.0847. (2) The peptide sequence is SRYFGNVRL. The MHC is HLA-B57:01 with pseudo-sequence HLA-B57:01. The binding affinity (normalized) is 0.0847. (3) The peptide sequence is TLMSIVSSLH. The MHC is HLA-A33:01 with pseudo-sequence HLA-A33:01. The binding affinity (normalized) is 0.